This data is from Peptide-MHC class II binding affinity with 134,281 pairs from IEDB. The task is: Regression. Given a peptide amino acid sequence and an MHC pseudo amino acid sequence, predict their binding affinity value. This is MHC class II binding data. The peptide sequence is LGFSSEVLKLKDEVR. The MHC is DRB1_0802 with pseudo-sequence DRB1_0802. The binding affinity (normalized) is 0.310.